Predict the reaction yield, written as a fraction of the theoretical maximum amount of product (1.0 means a 100% yield; for example, 0.34 means a 34% yield). From a dataset of Reaction yield outcomes from USPTO patents with 853,638 reactions. (1) The reactants are [CH3:1][C:2]1[CH:7]=[CH:6][C:5]([C:8]([CH3:10])=[O:9])=[CH:4][CH:3]=1.C1(C)C=CC(S(O)(=O)=O)=CC=1.[CH2:22](O)[CH2:23][OH:24]. The catalyst is C1(C)C=CC=CC=1. The product is [CH3:10][C:8]1([C:5]2[CH:6]=[CH:7][C:2]([CH3:1])=[CH:3][CH:4]=2)[O:24][CH2:23][CH2:22][O:9]1. The yield is 0.590. (2) The product is [CH2:3]([S:6][C:7]1[N:12]=[C:11]([N:13]2[CH2:18][CH2:17][CH2:16][C@@H:15]([CH2:19][C:20]([OH:22])=[O:21])[CH2:14]2)[CH:10]=[CH:9][C:8]=1[C:24](=[O:32])[NH:25][CH:26]1[CH2:31][CH2:30][O:29][CH2:28][CH2:27]1)[CH2:4][CH3:5]. The catalyst is O.CO.C1COCC1.CCOC(C)=O. The reactants are [OH-].[Li+].[CH2:3]([S:6][C:7]1[N:12]=[C:11]([N:13]2[CH2:18][CH2:17][CH2:16][C@@H:15]([CH2:19][C:20]([O:22]C)=[O:21])[CH2:14]2)[CH:10]=[CH:9][C:8]=1[C:24](=[O:32])[NH:25][CH:26]1[CH2:31][CH2:30][O:29][CH2:28][CH2:27]1)[CH2:4][CH3:5].Cl. The yield is 1.00. (3) The reactants are [O:1]=[C:2]1[CH2:9][C:6]2([CH2:8][CH2:7]2)[NH:5][CH2:4][CH:3]1C(OCC)=O. The catalyst is C(#N)C.O. The product is [CH2:7]1[C:6]2([CH2:9][C:2](=[O:1])[CH2:3][CH2:4][NH:5]2)[CH2:8]1. The yield is 0.660.